From a dataset of Experimentally validated miRNA-target interactions with 360,000+ pairs, plus equal number of negative samples. Binary Classification. Given a miRNA mature sequence and a target amino acid sequence, predict their likelihood of interaction. (1) The miRNA is hsa-miR-1307-5p with sequence UCGACCGGACCUCGACCGGCU. Result: 0 (no interaction). The protein sequence of the target gene is MTNNSTCIQPSVISTTALPVTYIFLFIIGLFGNSLAQWVFLTKIGKKTSTHIYLANLVTANLLVCTAMPFMGIYFLRGFYWKYQSVQCRLVNFLGTLSMHVSMFVSLLILSWIAISRYATLMKKESKQEATSCYERMFYGHVLKRFRQPNFARTMCIYIWGVVLVIIIPVTLYYSVVEATEEGQSQCYNRQMELGARPSQIAGLIGTTFIGFSFLVVVTSYYSLVSHLRRVRTCTSITEKDLTYRSVKRHLLIIQVLLVVCFLPYSIFKPIFYVLHQREGDCQQLNYLIEAKNILTCLAS.... (2) The miRNA is hsa-miR-8078 with sequence GGUCUAGGCCCGGUGAGAGACUC. The protein sequence of the target gene is MILNWKLLGILVLCLHTRGISGSEGHPSHPPAEDREEAGSPTLPQGPPVPGDPWPGAPPLFEDPPPTRPSRPWRDLPETGVWLPEPPRTDPPQPPRPDDPWPAGPQPPENPWPPAPEVDNRPQEEPDLDPPREEYR. Result: 0 (no interaction). (3) The miRNA is cel-miR-360-3p with sequence UGACCGUAAUCCCGUUCACAA. The protein sequence of the target gene is MGNEASLEGEGLPEGLAAAAGGAGGSGSALHPGIPAGMEADLSQLSEEERRQIAAVMSRAQGLPKGSVPAAAAESPSMHRKQELDSSQAPQQPGKPPDPGRPPQHGLSKSRTTDTFRSEQKLPGRSPSTISLKESKSRTDFKEEYKSSMMPGFFSDVNPLSAVSSVVNKFNPFDLISDSEAVQEETTKKQKVAQKDQGKSEGITKPSLQQPSPKLIPKQQGPGKEVIPQDIPSKSVSSQQAEKTKPQAPGTAKPSQQSPAQTPAQQAKPVAQQPGPAKATVQQPGPAKSPAQPAGTGKSP.... Result: 0 (no interaction). (4) The miRNA is hsa-miR-770-5p with sequence UCCAGUACCACGUGUCAGGGCCA. The protein sequence of the target gene is MAGLYSLGVSVFSDQGGRKYMEDVTQIVVEPEPTAEEKPSPRRSLSQPLPPRPSPAALPGGEVSGKGPAVAAREARDPLPDAGASPAPSRCCRRRSSVAFFAVCDGHGGREAAQFAREHLWGFIKKQKGFTSSEPAKVCAAIRKGFLACHLAMWKKLAEWPKTMTGLPSTSGTTASVVIIRGMKMYVAHVGDSGVVLGIQDDPKDDFVRAVEVTQDHKPELPKERERIEGLGGSVMNKSGVNRVVWKRPRLTHNGPVRRSTVIDQIPFLAVARALGDLWSYDFFSGEFVVSPEPDTSVHT.... Result: 1 (interaction). (5) The miRNA is hsa-miR-208a-3p with sequence AUAAGACGAGCAAAAAGCUUGU. The protein sequence of the target gene is MGPGWAGLLQDKGGGSPSVVMSDTDSDEESAGGGPFSLTGFLFGNINGAGQLEGESVLDDECKKHLAGLGALGLGSLITELTANEELSGSDGALVNDEGWIRSREDAVDYSDINEVAEDESRRYQQTMGSLQPLCHTDYDEDDYDADCEDIDCKLMPPPPPPPGPLKKEKDQDDITGVSEDGEGIILPSIIAPSSLASEKVDFSSSSDSESEMGPQDAAQSESKDGQLTLPLAGIMQHDATKLLPSVTELFPEFRPGKVLRFLRLFGPGKNVPSVWRSARRKRKKKHRELIQEGQVQEEE.... Result: 0 (no interaction). (6) The miRNA is hsa-miR-6772-5p with sequence UGGGUGUAGGCUGGAGCUGAGG. The protein sequence of the target gene is MAEQEPTAEQLAQIAAENEEDEHSVNYKPPAQKSIQEIQELDKDDESLRKYKEALLGRVAVSADPNVPNVIVTRLTLVCSTAPGPLELDLTGDLESFKKQSFVLKEGVEYRIKISFRVNREIVSGMKYIQHTYRKGVKIDKTDYMVGSYGPRAEEYEFLTPMEEAPKGMLARGSYNIKSRFTDDDKTDHLSWEWNLTIKKEWKD. Result: 0 (no interaction). (7) The miRNA is hsa-miR-5001-3p with sequence UUCUGCCUCUGUCCAGGUCCUU. The protein sequence of the target gene is MRMAPTESTEGRRLWPGPREGGSGKETTSEKLSNLPRPHSYSPKRADAESFRGVPAAFKKCREVFRACWGSRELLFLFKAISEAGPAQNSCGITLEKAGGLEDTGSHWLSWARCKVLYINGFTDPWKDAQAWILIVSCKKGKGTPEREGRN. Result: 1 (interaction). (8) The miRNA is mmu-miR-3470b with sequence UCACUCUGUAGACCAGGCUGG. The protein sequence of the target gene is MALWGLPGSAVLAASVFVGGAVSSPLVAADNTGSHTLHSRAETTPSSPTNNPGNGHPEYIAYVLVPVFFVMGLLGVLICHLLKKKGYRCTTEAEQEVEEEKVEKIELNDSINENSDTVGQIVQYIMKNEANADILKAMVADNSVGDIESPVTPSTPGSPPVSPGPLSPGATPGKHVCGHHLHTVGGVVERDVCQRCRHKRWHFIKPTNKTKEGRPRRQGEVTVLSVGRFRVTKVEHKSNQKERRSLMSVSGIESVNGDVPATPVKRERSDTE. Result: 0 (no interaction). (9) The miRNA is hsa-miR-4782-5p with sequence UUCUGGAUAUGAAGACAAUCAA. The protein sequence of the target gene is MNSKGQYPTQPTYPVQPPGNPVYPQTLHLPQAPPYTDAPPAYSELYRPSFVHPGAATVPTMSAAFPGASLYLPMAQSVAVGPLGSTIPMAYYPVGPIYPPGSAVLVEGGYDAGARFGAGATAGNIPPPPPGCPPNAAQLAVMQGANVLVTQRKGNFFMGGSDGGYTIW. Result: 0 (no interaction). (10) The miRNA is hsa-miR-6872-5p with sequence UCUCGCAUCAGGAGGCAAGG. The protein sequence of the target gene is MSSSALTCGSTLEKSGDTWEMKALDSSRLVPWPPRGLGSSTQHPNKPHCALASCQGPGVLPGAASALPELTFQGDVCQSETCQRYLQAAISLDIAVSQINLLGRPSSPPALLIQQGSCEQVIHNSTPQFLGMEDGDNERTTGWLWRLCEDIDAEPSSTGCSRSNQLTFTEGCFVRSLSTVYSNTHIHTHL. Result: 0 (no interaction).